Dataset: Full USPTO retrosynthesis dataset with 1.9M reactions from patents (1976-2016). Task: Predict the reactants needed to synthesize the given product. (1) Given the product [CH3:24][O:23][C:20]1[CH:21]=[CH:22][C:17]([CH:2]=[CH:3][C:4]2[CH:9]=[CH:8][C:7]([O:10][CH3:11])=[CH:6][CH:5]=2)=[C:18]([N+:25]([O-:27])=[O:26])[CH:19]=1, predict the reactants needed to synthesize it. The reactants are: I[CH:2]=[CH:3][C:4]1[CH:9]=[CH:8][C:7]([O:10][CH3:11])=[CH:6][CH:5]=1.C([Sn](CCCC)(CCCC)[C:17]1[CH:22]=[CH:21][C:20]([O:23][CH3:24])=[CH:19][C:18]=1[N+:25]([O-:27])=[O:26])CCC.O1CCCC1. (2) Given the product [CH3:3][C:4]1[N:9]=[C:8]([N:10]2[CH2:11][CH2:12][CH:13]([CH2:16][CH2:17][CH:18]3[CH2:23][CH2:22][N:21]([C:24]([O:26][C:27]4[CH:28]=[N:29][CH:30]=[C:31]([CH:36]=4)[C:32]([O-:34])=[O:33])=[O:25])[CH2:20][CH2:19]3)[CH2:14][CH2:15]2)[CH:7]=[CH:6][CH:5]=1.[Na+:2], predict the reactants needed to synthesize it. The reactants are: [OH-].[Na+:2].[CH3:3][C:4]1[N:9]=[C:8]([N:10]2[CH2:15][CH2:14][CH:13]([CH2:16][CH2:17][CH:18]3[CH2:23][CH2:22][N:21]([C:24]([O:26][C:27]4[CH:28]=[N:29][CH:30]=[C:31]([CH:36]=4)[C:32]([O:34]C)=[O:33])=[O:25])[CH2:20][CH2:19]3)[CH2:12][CH2:11]2)[CH:7]=[CH:6][CH:5]=1. (3) Given the product [C:1]([C:5]1[S:6][CH:7]=[CH:8][C:9]=1[S:10]([N:14]1[CH:18]=[CH:17][CH:16]=[CH:15]1)(=[O:12])=[O:11])([O:3][CH3:4])=[O:2], predict the reactants needed to synthesize it. The reactants are: [C:1]([C:5]1[S:6][CH:7]=[CH:8][C:9]=1[S:10](Cl)(=[O:12])=[O:11])([O:3][CH3:4])=[O:2].[NH:14]1[CH:18]=[CH:17][CH:16]=[CH:15]1. (4) Given the product [CH3:7][O:8][C:9]1[CH:10]=[CH:11][C:12]2[CH2:18][CH2:17][CH2:16][NH:15][CH2:14][C:13]=2[CH:20]=1, predict the reactants needed to synthesize it. The reactants are: [H-].[Al+3].[Li+].[H-].[H-].[H-].[CH3:7][O:8][C:9]1[CH:10]=[CH:11][C:12]2[CH2:18][CH2:17][CH2:16][NH:15][C:14](=O)[C:13]=2[CH:20]=1.[OH-].[Na+]. (5) Given the product [F:12][C:13]1[CH:18]=[C:17]([F:19])[CH:16]=[CH:15][C:14]=1[O:20][CH2:2][C:3]1[C:8]([N+:9]([O-:11])=[O:10])=[CH:7][CH:6]=[CH:5][N:4]=1, predict the reactants needed to synthesize it. The reactants are: Br[CH2:2][C:3]1[C:8]([N+:9]([O-:11])=[O:10])=[CH:7][CH:6]=[CH:5][N:4]=1.[F:12][C:13]1[CH:18]=[C:17]([F:19])[CH:16]=[CH:15][C:14]=1[OH:20]. (6) Given the product [Br:16][C:17]1[CH:21]=[CH:20][O:19][C:18]=1[CH2:22][CH2:23][O:6][Si:7]([C:10]([CH3:13])([CH3:12])[CH3:11])([CH3:9])[CH3:8], predict the reactants needed to synthesize it. The reactants are: FC(F)(F)S([O:6][Si:7]([C:10]([CH3:13])([CH3:12])[CH3:11])([CH3:9])[CH3:8])(=O)=O.[Br:16][C:17]1[CH:21]=[CH:20][O:19][C:18]=1[CH2:22][CH2:23]O.N1C=CC=CC=1.O.